From a dataset of Forward reaction prediction with 1.9M reactions from USPTO patents (1976-2016). Predict the product of the given reaction. Given the reactants C(C1C=CC(C(NC2C=CC(C3C=C4C(CN([C@@H](C(C)C)C(O)=O)C4=O)=CC=3)=NC=2)=O)=CC=1)(C)(C)C.[CH3:37][CH:38]([CH3:78])[C@H:39]([N:44]1[CH2:52][C:51]2[C:46](=[CH:47][C:48]([C:53]3[CH:58]=[CH:57][C:56]([NH:59][C:60](=[O:72])[C:61]4[CH:66]=[CH:65][C:64]([CH2:67][CH2:68][CH2:69][CH2:70][CH3:71])=[CH:63][CH:62]=4)=[CH:55][C:54]=3[C:73]([F:76])([F:75])[F:74])=[CH:49][CH:50]=2)[C:45]1=[O:77])[C:40]([O:42]C)=[O:41], predict the reaction product. The product is: [CH3:78][CH:38]([CH3:37])[C@H:39]([N:44]1[CH2:52][C:51]2[C:46](=[CH:47][C:48]([C:53]3[CH:58]=[CH:57][C:56]([NH:59][C:60](=[O:72])[C:61]4[CH:66]=[CH:65][C:64]([CH2:67][CH2:68][CH2:69][CH2:70][CH3:71])=[CH:63][CH:62]=4)=[CH:55][C:54]=3[C:73]([F:75])([F:76])[F:74])=[CH:49][CH:50]=2)[C:45]1=[O:77])[C:40]([OH:42])=[O:41].